Regression. Given a peptide amino acid sequence and an MHC pseudo amino acid sequence, predict their binding affinity value. This is MHC class I binding data. From a dataset of Peptide-MHC class I binding affinity with 185,985 pairs from IEDB/IMGT. (1) The peptide sequence is MGLIYNRM. The MHC is H-2-Ld with pseudo-sequence H-2-Ld. The binding affinity (normalized) is 0.141. (2) The peptide sequence is SPRYIFTML. The MHC is HLA-B07:02 with pseudo-sequence HLA-B07:02. The binding affinity (normalized) is 0.396. (3) The peptide sequence is RPPIFIRRL. The MHC is HLA-A29:02 with pseudo-sequence HLA-A29:02. The binding affinity (normalized) is 0.341.